From a dataset of Reaction yield outcomes from USPTO patents with 853,638 reactions. Predict the reaction yield, written as a fraction of the theoretical maximum amount of product (1.0 means a 100% yield; for example, 0.34 means a 34% yield). (1) The yield is 0.760. The reactants are [Br:1][C:2]1[CH:3]=[C:4]([C:8]([NH:13]C(=O)OC(C)(C)C)([CH3:12])[CH2:9][NH:10][CH3:11])[CH:5]=[CH:6][CH:7]=1. The product is [Br:1][C:2]1[CH:3]=[C:4]([C:8]([NH2:13])([CH3:12])[CH2:9][NH:10][CH3:11])[CH:5]=[CH:6][CH:7]=1. The catalyst is C(O)(C(F)(F)F)=O.C(Cl)Cl. (2) The reactants are [NH2:1][C:2]1[N:7]([CH3:8])[C:6](=[O:9])[CH2:5][C:4]([C:11]2[CH:16]=[CH:15][CH:14]=[C:13](Br)[CH:12]=2)([CH3:10])[N:3]=1.[CH3:18][S:19]([O:22][C:23]1[CH:28]=[C:27](B2OC(C)(C)C(C)(C)O2)[CH:26]=[C:25]([O:38][CH3:39])[CH:24]=1)(=[O:21])=[O:20].C(=O)([O-])[O-].[Cs+].[Cs+].O. The catalyst is C(COC)OC.O.C(O)C.C1C=CC(P(C2C=CC=CC=2)[C-]2C=CC=C2)=CC=1.C1C=CC(P(C2C=CC=CC=2)[C-]2C=CC=C2)=CC=1.Cl[Pd]Cl.[Fe+2]. The product is [CH3:18][S:19]([O:22][C:23]1[CH:28]=[C:27]([C:13]2[CH:14]=[CH:15][CH:16]=[C:11]([C:4]3([CH3:10])[CH2:5][C:6](=[O:9])[N:7]([CH3:8])[C:2]([NH2:1])=[N:3]3)[CH:12]=2)[CH:26]=[C:25]([O:38][CH3:39])[CH:24]=1)(=[O:21])=[O:20]. The yield is 0.0600. (3) The reactants are [C:1]([O:5][C:6](=[O:35])[NH:7][C:8]1[CH:13]=[CH:12][C:11]([CH2:14][C:15](=[O:34])[NH:16][C:17]2[C:18](=[O:33])[N:19]([CH2:25][C:26]3[CH:31]=[CH:30][CH:29]=[CH:28][C:27]=3[F:32])[C:20](=[O:24])[NH:21][C:22]=2[NH2:23])=[CH:10][CH:9]=1)([CH3:4])([CH3:3])[CH3:2].CN(C)C=O.C(=O)([O-])[O-].[K+].[K+].[CH:47]1([CH2:50]Br)[CH2:49][CH2:48]1. No catalyst specified. The product is [C:1]([O:5][C:6](=[O:35])[NH:7][C:8]1[CH:9]=[CH:10][C:11]([CH2:14][C:15](=[O:34])[NH:16][C:17]2[C:18](=[O:33])[N:19]([CH2:25][C:26]3[CH:31]=[CH:30][CH:29]=[CH:28][C:27]=3[F:32])[C:20](=[O:24])[N:21]([CH2:50][CH:47]3[CH2:49][CH2:48]3)[C:22]=2[NH2:23])=[CH:12][CH:13]=1)([CH3:4])([CH3:2])[CH3:3]. The yield is 0.520. (4) The reactants are C[O:2][C:3](=[O:34])[C:4]1[CH:9]=[CH:8][CH:7]=[C:6]([NH:10][C:11]([C:13]2[S:17][C:16]([NH:18][C:19]([N:21]([CH:28]3[CH2:33][CH2:32][CH2:31][CH2:30][CH2:29]3)[CH:22]3[CH2:27][CH2:26][CH2:25][CH2:24][CH2:23]3)=[O:20])=[N:15][CH:14]=2)=[O:12])[CH:5]=1.C1(N(C2CCCCC2)C(=O)NC2SC=C(C(O)=O)N=2)CCCCC1. No catalyst specified. The product is [CH:28]1([N:21]([CH:22]2[CH2:27][CH2:26][CH2:25][CH2:24][CH2:23]2)[C:19](=[O:20])[NH:18][C:16]2[S:17][C:13]([C:11]([NH:10][C:6]3[CH:5]=[C:4]([CH:9]=[CH:8][CH:7]=3)[C:3]([OH:34])=[O:2])=[O:12])=[CH:14][N:15]=2)[CH2:33][CH2:32][CH2:31][CH2:30][CH2:29]1. The yield is 0.400. (5) The reactants are [Cl:1][C:2]1[N:3]=[C:4](Cl)[C:5]2[CH2:10][CH2:9][C:8]([CH3:17])([C:11]3[CH:16]=[CH:15][CH:14]=[CH:13][CH:12]=3)[C:6]=2[N:7]=1.[CH2:19]([NH2:21])[CH3:20]. The catalyst is C1COCC1.CO. The product is [Cl:1][C:2]1[N:3]=[C:4]([NH:21][CH2:19][CH3:20])[C:5]2[CH2:10][CH2:9][C:8]([CH3:17])([C:11]3[CH:16]=[CH:15][CH:14]=[CH:13][CH:12]=3)[C:6]=2[N:7]=1. The yield is 0.860. (6) The reactants are [Cl:1][C:2]1[C:7]([CH2:8][C:9]([O:11][CH3:12])=[O:10])=[C:6]([Cl:13])[N:5]=[C:4]([CH2:14][C:15]2[CH:20]=[CH:19][C:18]([N+:21]([O-])=O)=[CH:17][CH:16]=2)[N:3]=1. The catalyst is C1COCC1.[Pd]. The product is [NH2:21][C:18]1[CH:17]=[CH:16][C:15]([CH2:14][C:4]2[N:5]=[C:6]([Cl:13])[C:7]([CH2:8][C:9]([O:11][CH3:12])=[O:10])=[C:2]([Cl:1])[N:3]=2)=[CH:20][CH:19]=1. The yield is 0.720. (7) The yield is 0.690. The reactants are CS([CH2:5][CH2:6][CH2:7][CH2:8][C:9]([O:11][CH2:12][C:13]1[CH:18]=[CH:17][CH:16]=[CH:15][CH:14]=1)=[O:10])(=O)=O.[CH3:19][NH:20][CH3:21]. The catalyst is C(O)C. The product is [CH3:19][N:20]([CH3:21])[CH2:5][CH2:6][CH2:7][CH2:8][C:9]([O:11][CH2:12][C:13]1[CH:18]=[CH:17][CH:16]=[CH:15][CH:14]=1)=[O:10]. (8) The reactants are [CH3:1][N:2]([CH3:6])[CH2:3][CH2:4][OH:5].[H-].[Na+].[Br:9][C:10]1[CH:15]=[CH:14][CH:13]=[C:12](Br)[N:11]=1. The catalyst is CCOCC. The product is [Br:9][C:10]1[N:11]=[C:12]([O:5][CH2:4][CH2:3][N:2]([CH3:6])[CH3:1])[CH:13]=[CH:14][CH:15]=1. The yield is 0.904. (9) The reactants are [Br:1][C:2]1[CH:7]=[CH:6][CH:5]=[CH:4][C:3]=1[CH2:8][CH2:9][OH:10].[O:11]1[CH:16]=[CH:15][CH2:14][CH2:13][CH2:12]1.O.C1(C)C=CC(S(O)(=O)=O)=CC=1.C(=O)([O-])O.[Na+]. The catalyst is C(Cl)(Cl)Cl. The product is [Br:1][C:2]1[CH:7]=[CH:6][CH:5]=[CH:4][C:3]=1[CH2:8][CH2:9][O:10][CH:12]1[CH2:13][CH2:14][CH2:15][CH2:16][O:11]1. The yield is 0.817. (10) The reactants are [Cl:1][C:2]1[CH:7]=[CH:6][N:5]=[CH:4][C:3]=1[CH:8]=O.Cl.[NH2:11][OH:12].[OH-].[Na+].Cl. The catalyst is C(O)C.O. The product is [Cl:1][C:2]1[CH:7]=[CH:6][N:5]=[CH:4][C:3]=1[CH:8]=[N:11][OH:12]. The yield is 0.880.